Dataset: Full USPTO retrosynthesis dataset with 1.9M reactions from patents (1976-2016). Task: Predict the reactants needed to synthesize the given product. (1) The reactants are: O1CCCCC1[N:7]1[CH:15]=[N:14][C:13]2[C:8]1=[N:9][CH:10]=[N:11][C:12]=2[C:16]1[C:17]([NH:22][C:23]2[CH:24]=[CH:25][C:26]([NH:29]C(=O)C)=[N:27][CH:28]=2)=[N:18][CH:19]=[CH:20][CH:21]=1. Given the product [N:11]1[C:12]([C:16]2[C:17]([NH:22][C:23]3[CH:28]=[N:27][C:26]([NH2:29])=[CH:25][CH:24]=3)=[N:18][CH:19]=[CH:20][CH:21]=2)=[C:13]2[C:8]([NH:7][CH:15]=[N:14]2)=[N:9][CH:10]=1, predict the reactants needed to synthesize it. (2) The reactants are: C([O-])=O.[NH4+].[O:5]=[S:6]1(=[O:22])[C:11]2[CH:12]=[C:13]([N+:16]([O-])=O)[CH:14]=[CH:15][C:10]=2[N:9]2[CH2:19][CH2:20][CH2:21][CH:8]2[NH:7]1. Given the product [O:22]=[S:6]1(=[O:5])[C:11]2[CH:12]=[C:13]([NH2:16])[CH:14]=[CH:15][C:10]=2[N:9]2[CH2:19][CH2:20][CH2:21][CH:8]2[NH:7]1, predict the reactants needed to synthesize it. (3) Given the product [ClH:36].[NH2:27][CH:21]([CH:22]1[CH2:26][CH2:25][N:24]([C:11]2[C:12]([CH3:14])=[C:13]3[C:8]([C:7](=[O:17])[NH:6][C:5](=[O:18])[N:4]3[CH:1]3[CH2:3][CH2:2]3)=[CH:9][C:10]=2[F:16])[CH2:23]1)[CH2:20][F:19], predict the reactants needed to synthesize it. The reactants are: [CH:1]1([N:4]2[C:13]3[C:8](=[CH:9][C:10]([F:16])=[C:11](F)[C:12]=3[CH3:14])[C:7](=[O:17])[NH:6][C:5]2=[O:18])[CH2:3][CH2:2]1.[F:19][CH2:20][CH:21]([NH2:27])[CH:22]1[CH2:26][CH2:25][NH:24][CH2:23]1.CN(C)C(N(C)C)=N.[ClH:36]. (4) Given the product [C:1]([O:5][C:6]([N:8]1[CH2:13][CH2:12][O:11][CH:10]([CH2:14][O:15][C:31]2[CH:36]=[CH:35][CH:34]=[CH:33][C:32]=2[Cl:37])[CH2:9]1)=[O:7])([CH3:4])([CH3:3])[CH3:2], predict the reactants needed to synthesize it. The reactants are: [C:1]([O:5][C:6]([N:8]1[CH2:13][CH2:12][O:11][CH:10]([CH2:14][OH:15])[CH2:9]1)=[O:7])([CH3:4])([CH3:3])[CH3:2].C(OC(N1CCCC(CO[C:31]2[CH:36]=[CH:35][CH:34]=[CH:33][C:32]=2[Cl:37])C1)=O)(C)(C)C.